From a dataset of Peptide-MHC class II binding affinity with 134,281 pairs from IEDB. Regression. Given a peptide amino acid sequence and an MHC pseudo amino acid sequence, predict their binding affinity value. This is MHC class II binding data. (1) The peptide sequence is DSGKVIPEWCCRSCT. The MHC is HLA-DQA10102-DQB10501 with pseudo-sequence HLA-DQA10102-DQB10501. The binding affinity (normalized) is 0.475. (2) The peptide sequence is VLLAFNCHERPYDLD. The MHC is HLA-DQA10501-DQB10301 with pseudo-sequence HLA-DQA10501-DQB10301. The binding affinity (normalized) is 0.0483. (3) The peptide sequence is NNQNFFWAVKPKVVR. The MHC is DRB4_0101 with pseudo-sequence DRB4_0103. The binding affinity (normalized) is 0.223. (4) The peptide sequence is DGGGFYADDTAGWDT. The MHC is DRB1_1301 with pseudo-sequence DRB1_1301. The binding affinity (normalized) is 0.311. (5) The peptide sequence is IEGGSLFIVPRFHVV. The MHC is DRB1_0401 with pseudo-sequence DRB1_0401. The binding affinity (normalized) is 0.365.